Dataset: Catalyst prediction with 721,799 reactions and 888 catalyst types from USPTO. Task: Predict which catalyst facilitates the given reaction. (1) Reactant: [CH3:1][O:2][C:3]1[CH:8]=[C:7]([CH3:9])[C:6]([S:10]([N:13]([CH2:15][C:16]2[O:20][CH:19]=[C:18]([C:21]([OH:23])=O)[CH:17]=2)[CH3:14])(=[O:12])=[O:11])=[C:5]([CH3:24])[CH:4]=1.CCN=C=NCCCN(C)C.C1C=CC2N(O)N=NC=2C=1.CCN(C(C)C)C(C)C.Cl.Cl.[CH3:57][N:58]([CH3:76])[C:59]([CH:61]1[CH2:65][CH2:64][N:63]([CH2:66][C:67]2[CH:72]=[CH:71][C:70]([CH2:73][NH:74][CH3:75])=[CH:69][CH:68]=2)[CH2:62]1)=[O:60]. Product: [CH3:1][O:2][C:3]1[CH:4]=[C:5]([CH3:24])[C:6]([S:10]([N:13]([CH2:15][C:16]2[O:20][CH:19]=[C:18]([C:21]([N:74]([CH2:73][C:70]3[CH:69]=[CH:68][C:67]([CH2:66][N:63]4[CH2:64][CH2:65][CH:61]([C:59]([N:58]([CH3:57])[CH3:76])=[O:60])[CH2:62]4)=[CH:72][CH:71]=3)[CH3:75])=[O:23])[CH:17]=2)[CH3:14])(=[O:12])=[O:11])=[C:7]([CH3:9])[CH:8]=1. The catalyst class is: 2. (2) Reactant: [Br:1][C:2]1[CH:3]=[CH:4][C:5]2[O:10][CH2:9][C:8](=[O:11])[NH:7][C:6]=2[CH:12]=1.C[Si]([N-][Si](C)(C)C)(C)C.[K+].[CH2:23]([O:25][C:26](=[O:37])[C@@H:27](OS(C(F)(F)F)(=O)=O)[CH3:28])[CH3:24]. Product: [CH2:23]([O:25][C:26](=[O:37])[C@H:27]([N:7]1[C:6]2[CH:12]=[C:2]([Br:1])[CH:3]=[CH:4][C:5]=2[O:10][CH2:9][C:8]1=[O:11])[CH3:28])[CH3:24]. The catalyst class is: 1. (3) Reactant: [Mg].Br[CH2:3][C:4]1[CH:9]=[CH:8][C:7]([F:10])=[C:6]([C:11]([F:14])([F:13])[F:12])[CH:5]=1.[CH3:15][C:16]1[CH2:21][CH2:20][CH2:19][C:18]([CH3:23])([CH3:22])[C:17]=1[CH:24]=[O:25]. Product: [F:10][C:7]1[CH:8]=[CH:9][C:4]([CH2:3][CH:24]([C:17]2[C:18]([CH3:23])([CH3:22])[CH2:19][CH2:20][CH2:21][C:16]=2[CH3:15])[OH:25])=[CH:5][C:6]=1[C:11]([F:14])([F:13])[F:12]. The catalyst class is: 27. (4) Reactant: [CH2:1]([O:8][CH2:9][C:10](=O)[CH2:11][C:12]#[N:13])[C:2]1[CH:7]=[CH:6][CH:5]=[CH:4][CH:3]=1.O.[NH2:16][NH2:17]. Product: [CH2:1]([O:8][CH2:9][C:10]1[CH:11]=[C:12]([NH2:13])[NH:16][N:17]=1)[C:2]1[CH:7]=[CH:6][CH:5]=[CH:4][CH:3]=1. The catalyst class is: 8. (5) Reactant: [ClH:1].[CH:2]1([C:5]2[N:9]([CH3:10])[C:8]3[CH:11]=[C:12]([N:15]4[CH:20]=[CH:19][C:18]([O:21][CH2:22][C:23]5[S:24][C:25]([C:28]([F:31])([F:30])[F:29])=[CH:26][CH:27]=5)=[CH:17][C:16]4=[O:32])[CH:13]=[CH:14][C:7]=3[N:6]=2)[CH2:4][CH2:3]1. Product: [ClH:1].[CH:2]1([C:5]2[N:9]([CH3:10])[C:8]3[CH:11]=[C:12]([N:15]4[CH:20]=[CH:19][C:18]([O:21][CH2:22][C:23]5[S:24][C:25]([C:28]([F:29])([F:30])[F:31])=[CH:26][CH:27]=5)=[CH:17][C:16]4=[O:32])[CH:13]=[CH:14][C:7]=3[N:6]=2)[CH2:3][CH2:4]1. The catalyst class is: 25.